This data is from Forward reaction prediction with 1.9M reactions from USPTO patents (1976-2016). The task is: Predict the product of the given reaction. (1) Given the reactants [CH:1]1[C:10]2[C:5](=[CH:6][CH:7]=[CH:8][CH:9]=2)[CH:4]=[CH:3][C:2]=1[C:11]1[CH:16]=[CH:15][N:14]=[C:13]([N:17]2[CH2:20][CH:19]([CH2:21][NH:22]C(=O)OC(C)(C)C)[CH2:18]2)[N:12]=1.C(O)(C(F)(F)F)=O.C(Cl)Cl, predict the reaction product. The product is: [CH:1]1[C:10]2[C:5](=[CH:6][CH:7]=[CH:8][CH:9]=2)[CH:4]=[CH:3][C:2]=1[C:11]1[CH:16]=[CH:15][N:14]=[C:13]([N:17]2[CH2:20][CH:19]([CH2:21][NH2:22])[CH2:18]2)[N:12]=1. (2) Given the reactants [Br:1][C:2]1[CH:3]=[N:4][C:5](Cl)=[N:6][CH:7]=1.C(=O)([O-])[O-].[K+].[K+].[CH3:15][S:16][C:17]1[C:25]2[C:20](=[CH:21][C:22]([C:26]([O:28][CH3:29])=[O:27])=[CH:23][CH:24]=2)[NH:19][N:18]=1, predict the reaction product. The product is: [Br:1][C:2]1[CH:3]=[N:4][C:5]([N:19]2[C:20]3[C:25](=[CH:24][CH:23]=[C:22]([C:26]([O:28][CH3:29])=[O:27])[CH:21]=3)[C:17]([S:16][CH3:15])=[N:18]2)=[N:6][CH:7]=1. (3) Given the reactants [Cl:1][C:2]1[CH:11]=[CH:10][C:9]2[C:4](=[CH:5][CH:6]=[C:7](N)[CH:8]=2)[N:3]=1.N([O-])=O.[Na+].[S:17](=[O:19])=[O:18].FC1C=CC([C@H](NC(C2CCC(NS(C3C=CC4N=C(C5C=CC=CC=5)OC=4C=3)(=O)=O)CC2)=O)C)=CC=1.[ClH:57], predict the reaction product. The product is: [Cl:1][C:2]1[CH:11]=[CH:10][C:9]2[C:4](=[CH:5][CH:6]=[C:7]([S:17]([Cl:57])(=[O:19])=[O:18])[CH:8]=2)[N:3]=1. (4) Given the reactants [O:1]=[CH:2][CH2:3][C@H:4]1[CH2:15][CH2:14][C:13]2[S:12][C:11]3[N:10]=[CH:9][N:8]=[C:7]([NH:16][CH:17]4[CH2:22][CH2:21][CH:20]([NH:23][C:24](=[O:30])[O:25][C:26]([CH3:29])([CH3:28])[CH3:27])[CH2:19][CH2:18]4)[C:6]=3[C:5]1=2.[CH2:31]([Mg]Br)[CH3:32], predict the reaction product. The product is: [OH:1][CH:2]([CH2:31][CH3:32])[CH2:3][C@H:4]1[CH2:15][CH2:14][C:13]2[S:12][C:11]3[N:10]=[CH:9][N:8]=[C:7]([NH:16][CH:17]4[CH2:18][CH2:19][CH:20]([NH:23][C:24](=[O:30])[O:25][C:26]([CH3:27])([CH3:29])[CH3:28])[CH2:21][CH2:22]4)[C:6]=3[C:5]1=2. (5) Given the reactants [C:1]([C:4]1[CH:10]=[CH:9][C:7](N)=[C:6]([F:11])[CH:5]=1)(=[O:3])[CH3:2].Cl.[N+:13]([O-])([O-])=O.[Na+].[S:18](=[O:20])=[O:19], predict the reaction product. The product is: [C:1]([C:4]1[CH:10]=[CH:9][C:7]([S:18]([NH2:13])(=[O:20])=[O:19])=[C:6]([F:11])[CH:5]=1)(=[O:3])[CH3:2].